From a dataset of Full USPTO retrosynthesis dataset with 1.9M reactions from patents (1976-2016). Predict the reactants needed to synthesize the given product. (1) Given the product [C:33]([N:1]1[C:9]2[C:4](=[CH:5][CH:6]=[CH:7][CH:8]=2)[C:3](/[CH:10]=[CH:11]/[C:12]([N:14]([CH:24]([CH3:26])[CH3:25])[NH:15][C:16](=[O:23])[C:17]2[CH:18]=[CH:19][CH:20]=[CH:21][CH:22]=2)=[O:13])=[CH:2]1)(=[O:35])[CH3:34], predict the reactants needed to synthesize it. The reactants are: [NH:1]1[C:9]2[C:4](=[CH:5][CH:6]=[CH:7][CH:8]=2)[C:3](/[CH:10]=[CH:11]/[C:12]([N:14]([CH:24]([CH3:26])[CH3:25])[NH:15][C:16](=[O:23])[C:17]2[CH:22]=[CH:21][CH:20]=[CH:19][CH:18]=2)=[O:13])=[CH:2]1.C([O-])([O-])=O.[K+].[K+].[C:33](OC(=O)C)(=[O:35])[CH3:34]. (2) Given the product [F:13][C:14]1[C:15]([C:21]#[N:22])=[N:16][CH:17]=[C:18]([F:20])[C:19]=1[I:23], predict the reactants needed to synthesize it. The reactants are: C(NC(C)C)(C)C.[Li]CCCC.[F:13][C:14]1[C:15]([C:21]#[N:22])=[N:16][CH:17]=[C:18]([F:20])[CH:19]=1.[I:23]I.